The task is: Predict which catalyst facilitates the given reaction.. This data is from Catalyst prediction with 721,799 reactions and 888 catalyst types from USPTO. (1) Product: [Br:14][C:7]1[CH:6]=[CH:5][C:4]2[C:9](=[CH:10][N:11]=[C:2]([Cl:1])[CH:3]=2)[N:8]=1. The catalyst class is: 813. Reactant: [Cl:1][C:2]1[CH:3]=[C:4]2[C:9](=[CH:10][N:11]=1)[NH:8][C:7](=O)[CH:6]=[CH:5]2.P(Br)(Br)[Br:14]. (2) Reactant: [CH3:1][O:2][C:3]([C:5]1([CH2:8][NH:9][CH:10]2[CH2:14][CH2:13][CH2:12][CH2:11]2)[CH2:7][CH2:6]1)=[O:4].[Cl:15][C:16]1[N:21]=[C:20](Cl)[C:19]([N+:23]([O-:25])=[O:24])=[CH:18][N:17]=1.[C:26]([O-])([O-])=O.[K+].[K+]. Product: [CH2:1]([O:2][C:3]([C:5]1([CH2:8][N:9]([C:18]2[C:19]([N+:23]([O-:25])=[O:24])=[CH:20][N:21]=[C:16]([Cl:15])[N:17]=2)[CH:10]2[CH2:14][CH2:13][CH2:12][CH2:11]2)[CH2:7][CH2:6]1)=[O:4])[CH3:26]. The catalyst class is: 21.